This data is from HIV replication inhibition screening data with 41,000+ compounds from the AIDS Antiviral Screen. The task is: Binary Classification. Given a drug SMILES string, predict its activity (active/inactive) in a high-throughput screening assay against a specified biological target. (1) The drug is CC1(c2nc3ccccc3[nH]2)CCC(C#N)C(C)(C)O1. The result is 0 (inactive). (2) The drug is CCc1ccc(C(C#N)=Cc2cccc3ccccc23)cc1. The result is 0 (inactive).